This data is from Reaction yield outcomes from USPTO patents with 853,638 reactions. The task is: Predict the reaction yield, written as a fraction of the theoretical maximum amount of product (1.0 means a 100% yield; for example, 0.34 means a 34% yield). (1) The reactants are [Br:1][C:2]1[C:3]([CH3:9])=[N:4][C:5](Cl)=[CH:6][CH:7]=1.[NH:10]1[CH2:14][CH2:13][C@@H:12]([OH:15])[CH2:11]1.CCN(CC)CC. The catalyst is CN(C=O)C. The product is [Br:1][C:2]1[CH:7]=[CH:6][C:5]([N:10]2[CH2:14][CH2:13][C@@H:12]([OH:15])[CH2:11]2)=[N:4][C:3]=1[CH3:9]. The yield is 0.330. (2) The reactants are Br[C:2]1[CH:7]=[CH:6][C:5]([F:8])=[CH:4][N:3]=1.C[C:10]([O-:12])=[O:11].[Na+].ClCCl.[CH2:17](O)[CH3:18]. The catalyst is C1C=CC(P([C]2[CH][CH][CH][CH]2)C2C=CC=CC=2)=CC=1.C1C=CC(P([C]2[CH][CH][CH][CH]2)C2C=CC=CC=2)=CC=1.Cl[Pd]Cl.[Fe]. The product is [F:8][C:5]1[CH:6]=[CH:7][C:2]([C:10]([O:12][CH2:17][CH3:18])=[O:11])=[N:3][CH:4]=1. The yield is 0.686.